From a dataset of Reaction yield outcomes from USPTO patents with 853,638 reactions. Predict the reaction yield, written as a fraction of the theoretical maximum amount of product (1.0 means a 100% yield; for example, 0.34 means a 34% yield). (1) The catalyst is C1COCC1.[Cu](Br)Br.[Os](=O)(=O)(=O)=O. The product is [Br:12][C:5]1[C:6]([CH3:11])=[C:7]([N+:8]([O-:10])=[O:9])[C:2]([CH:14]=[O:31])=[N:3][CH:4]=1.[Br:13][C:14]1[C:15]([CH3:24])=[C:16]([N+:21]([O-:23])=[O:22])[C:17]([CH:2]=[CH2:7])=[N:18][CH:19]=1. The reactants are N[C:2]1[C:7]([N+:8]([O-:10])=[O:9])=[C:6]([CH3:11])[C:5]([Br:12])=[CH:4][N:3]=1.[Br:13][C:14]1[C:15]([CH3:24])=[C:16]([N+:21]([O-:23])=[O:22])[C:17](I)=[N:18][CH:19]=1.I([O-])(=O)(=O)=O.[Na+].[OH2:31]. The yield is 0.590. (2) The reactants are [Br:1]Br.[CH3:3][N:4]1[CH:13]=[CH:12][C:11]2[C:6](=[CH:7][CH:8]=[C:9]([N:14]3[CH:18]=[C:17]([CH3:19])[CH:16]=[N:15]3)[CH:10]=2)[C:5]1=[O:20]. The catalyst is C(O)(=O)C. The product is [Br:1][C:12]1[C:11]2[C:6](=[CH:7][CH:8]=[C:9]([N:14]3[CH:18]=[C:17]([CH3:19])[CH:16]=[N:15]3)[CH:10]=2)[C:5](=[O:20])[N:4]([CH3:3])[CH:13]=1. The yield is 0.560. (3) The yield is 0.370. The reactants are Cl[C:2]1[CH:3]=[C:4]([NH:10][C:11]2[CH:16]=[CH:15][C:14]([C:17]([N:19]3[CH2:24][CH2:23][O:22][CH2:21][C@H:20]3[CH3:25])=[O:18])=[CH:13][N:12]=2)[C:5](=[O:9])[N:6]([CH3:8])[N:7]=1.[C:26]([O:29][CH2:30][C:31]1[C:32]([N:40]2[CH2:51][CH2:50][N:49]3[C:42](=[CH:43][C:44]4[CH2:45][C:46]([CH3:53])([CH3:52])[CH2:47][C:48]=43)[C:41]2=[O:54])=[N:33][CH:34]=[CH:35][C:36]=1B(O)O)(=[O:28])[CH3:27].[O-]P([O-])([O-])=O.[K+].[K+].[K+].C([O-])(=O)C.[Na+]. The catalyst is C1C=CC(P(C2C=CC=CC=2)[C-]2C=CC=C2)=CC=1.C1C=CC(P(C2C=CC=CC=2)[C-]2C=CC=C2)=CC=1.Cl[Pd]Cl.[Fe+2].O.C(#N)C. The product is [C:26]([O:29][CH2:30][C:31]1[C:32]([N:40]2[CH2:51][CH2:50][N:49]3[C:42](=[CH:43][C:44]4[CH2:45][C:46]([CH3:53])([CH3:52])[CH2:47][C:48]=43)[C:41]2=[O:54])=[N:33][CH:34]=[CH:35][C:36]=1[C:2]1[CH:3]=[C:4]([NH:10][C:11]2[CH:16]=[CH:15][C:14]([C:17]([N:19]3[CH2:24][CH2:23][O:22][CH2:21][C@H:20]3[CH3:25])=[O:18])=[CH:13][N:12]=2)[C:5](=[O:9])[N:6]([CH3:8])[N:7]=1)(=[O:28])[CH3:27]. (4) The reactants are Br[C:2]1[C:10]2[C:5](=[CH:6][CH:7]=[C:8]([C:11]#[N:12])[CH:9]=2)[N:4]([CH:13]2[CH2:18][CH2:17][CH2:16][CH2:15][O:14]2)[N:3]=1.[CH3:19][O:20][C:21]1[CH:26]=[CH:25][CH:24]=[CH:23][C:22]=1B(O)O.ClCCl.P([O-])([O-])([O-])=O.[K+].[K+].[K+]. The catalyst is COCCOC.C1(P(C2C=CC=CC=2)[C-]2C=CC=C2)C=CC=CC=1.[C-]1(P(C2C=CC=CC=2)C2C=CC=CC=2)C=CC=C1.[Fe+2]. The product is [CH3:19][O:20][C:21]1[CH:26]=[CH:25][CH:24]=[CH:23][C:22]=1[C:2]1[C:10]2[C:5](=[CH:6][CH:7]=[C:8]([C:11]#[N:12])[CH:9]=2)[N:4]([CH:13]2[CH2:18][CH2:17][CH2:16][CH2:15][O:14]2)[N:3]=1. The yield is 0.825. (5) No catalyst specified. The reactants are [I:1][C:2]1[O:11][C:5]2[N:6]=[CH:7][NH:8][C:9](=O)[C:4]=2[C:3]=1[C:12]1[CH:17]=[CH:16][CH:15]=[CH:14][CH:13]=1.P(Cl)(Cl)([Cl:20])=O. The yield is 0.680. The product is [Cl:20][C:9]1[C:4]2[C:3]([C:12]3[CH:17]=[CH:16][CH:15]=[CH:14][CH:13]=3)=[C:2]([I:1])[O:11][C:5]=2[N:6]=[CH:7][N:8]=1.